Binary Classification. Given a miRNA mature sequence and a target amino acid sequence, predict their likelihood of interaction. From a dataset of Experimentally validated miRNA-target interactions with 360,000+ pairs, plus equal number of negative samples. The miRNA is hsa-miR-3936 with sequence UAAGGGGUGUAUGGCAGAUGCA. The protein sequence of the target gene is MERQVLLSEPEEAAALYRGLSRQPALSAACLGPEVTTQYGGQYRTVHTEWTQRDLERMENIRFCRQYLVFHDGDSVVFAGPAGNSVETRGELLSRESPSGTMKAVLRKAGGTGPGEEKQFLEVWEKNRKLKSFNLSALEKHGPVYEDDCFGCLSWSHSETHLLYVAEKKRPKAESFFQTKALDVSASDDEIARLKKPDQAIKGDQFVFYEDWGENMVSKSIPVLCVLDVESGNISVLEGVPENVSPGQAFWAPGDAGVVFVGWWHEPFRLGIRFCTNRRSALYYVDLIGGKCELLSDDSL.... Result: 0 (no interaction).